From a dataset of Blood-brain barrier permeability classification from the B3DB database. Regression/Classification. Given a drug SMILES string, predict its absorption, distribution, metabolism, or excretion properties. Task type varies by dataset: regression for continuous measurements (e.g., permeability, clearance, half-life) or binary classification for categorical outcomes (e.g., BBB penetration, CYP inhibition). Dataset: b3db_classification. The compound is CNC1(C)C2CCC(C2)C1(C)C. The result is 0 (does not penetrate BBB).